Predict the reactants needed to synthesize the given product. From a dataset of Full USPTO retrosynthesis dataset with 1.9M reactions from patents (1976-2016). Given the product [F:13][C:14]([F:27])([F:26])[S:15]([O:12][C:2]1[CH:3]=[CH:4][C:5]2[C:10](=[CH:9][CH:8]=[C:7]([OH:11])[CH:6]=2)[CH:1]=1)(=[O:17])=[O:16], predict the reactants needed to synthesize it. The reactants are: [CH:1]1[C:10]2[C:5](=[CH:6][C:7]([OH:11])=[CH:8][CH:9]=2)[CH:4]=[CH:3][C:2]=1[OH:12].[F:13][C:14]([F:27])([F:26])[S:15](O[S:15]([C:14]([F:27])([F:26])[F:13])(=[O:17])=[O:16])(=[O:17])=[O:16].O.